From a dataset of Forward reaction prediction with 1.9M reactions from USPTO patents (1976-2016). Predict the product of the given reaction. (1) The product is: [CH:14]([C:6]1[CH:5]=[CH:4][C:9]2[C:8]([CH:7]=1)=[N:12][O:11][N:10]=2)=[O:15]. Given the reactants BrC([C:4]1[C:9]2=[N:10][O:11][N:12]=[C:8]2[CH:7]=[CH:6][CH:5]=1)Br.C[CH2:14][OH:15], predict the reaction product. (2) Given the reactants [Br:1][C:2]1[CH:3]=[C:4]2[C:9](=[CH:10][CH:11]=1)[N:8]=[CH:7][C:6]([C:12]#[N:13])=[C:5]2Cl.Cl.Cl.[CH3:17][N:18]([CH3:26])[C@H:19]1[CH2:24][CH2:23][C@H:22]([NH2:25])[CH2:21][CH2:20]1, predict the reaction product. The product is: [Br:1][C:2]1[CH:3]=[C:4]2[C:9](=[CH:10][CH:11]=1)[N:8]=[CH:7][C:6]([C:12]#[N:13])=[C:5]2[NH:25][C@H:22]1[CH2:23][CH2:24][C@H:19]([N:18]([CH3:26])[CH3:17])[CH2:20][CH2:21]1. (3) Given the reactants [F:1][C:2]1[CH:3]=[CH:4][CH:5]=[C:6]2[C:10]=1[N:9]([C:11]1[N:15]=[C:14]([CH:16]3[CH2:21][CH2:20][N:19]([CH:22]4[CH2:27][CH2:26][N:25]([C:28](=[O:31])[CH2:29][OH:30])[CH2:24][CH2:23]4)[CH2:18][CH2:17]3)[O:13][N:12]=1)[N:8]=[C:7]2[CH:32]([CH3:34])[CH3:33].C(O)C.[ClH:38].C(OCC)C, predict the reaction product. The product is: [ClH:38].[F:1][C:2]1[CH:3]=[CH:4][CH:5]=[C:6]2[C:10]=1[N:9]([C:11]1[N:15]=[C:14]([CH:16]3[CH2:21][CH2:20][N:19]([CH:22]4[CH2:23][CH2:24][N:25]([C:28](=[O:31])[CH2:29][OH:30])[CH2:26][CH2:27]4)[CH2:18][CH2:17]3)[O:13][N:12]=1)[N:8]=[C:7]2[CH:32]([CH3:34])[CH3:33].